Task: Predict the product of the given reaction.. Dataset: Forward reaction prediction with 1.9M reactions from USPTO patents (1976-2016) (1) Given the reactants [CH3:1][O:2][C:3](=[O:39])[C:4]1[CH:9]=[CH:8][C:7]([S:10](=[O:25])(=[O:24])[NH:11][C@H:12]([C:21](=O)[NH2:22])[CH2:13][C:14]([O:16][C:17]([CH3:20])([CH3:19])[CH3:18])=[O:15])=[C:6]([O:26][CH2:27][CH2:28][C:29]2[CH:38]=[CH:37][CH:36]=[C:35]3[C:30]=2[CH:31]=[CH:32][CH:33]=[N:34]3)[CH:5]=1.CCN(CC)CC.O(C(C(F)(F)F)=O)C(C(F)(F)F)=O, predict the reaction product. The product is: [CH3:1][O:2][C:3](=[O:39])[C:4]1[CH:9]=[CH:8][C:7]([S:10](=[O:24])(=[O:25])[NH:11][C@H:12]([C:21]#[N:22])[CH2:13][C:14]([O:16][C:17]([CH3:20])([CH3:19])[CH3:18])=[O:15])=[C:6]([O:26][CH2:27][CH2:28][C:29]2[CH:38]=[CH:37][CH:36]=[C:35]3[C:30]=2[CH:31]=[CH:32][CH:33]=[N:34]3)[CH:5]=1. (2) Given the reactants [CH:1]1([C:4]2[CH:5]=[C:6]([C:16]([OH:18])=O)[C:7]3[CH:12]=[N:11][N:10]([CH:13]([CH3:15])[CH3:14])[C:8]=3[N:9]=2)[CH2:3][CH2:2]1.ON1C2N=CC=CC=2N=N1.[NH2:29][CH2:30][C:31]1[C:32](=[O:42])[NH:33][C:34]([CH3:41])=[CH:35][C:36]=1[C:37]([F:40])([F:39])[F:38].CN1CCOCC1.C(Cl)CCl, predict the reaction product. The product is: [CH:1]1([C:4]2[CH:5]=[C:6]([C:16]([NH:29][CH2:30][C:31]3[C:32](=[O:42])[NH:33][C:34]([CH3:41])=[CH:35][C:36]=3[C:37]([F:38])([F:39])[F:40])=[O:18])[C:7]3[CH:12]=[N:11][N:10]([CH:13]([CH3:14])[CH3:15])[C:8]=3[N:9]=2)[CH2:2][CH2:3]1.